This data is from Reaction yield outcomes from USPTO patents with 853,638 reactions. The task is: Predict the reaction yield, written as a fraction of the theoretical maximum amount of product (1.0 means a 100% yield; for example, 0.34 means a 34% yield). (1) The reactants are [N+:1]([O-:4])(O)=[O:2].FC(F)(F)S(O)(=O)=O.[CH2:13]([C:20]1[CH:28]=[CH:27][C:23]([C:24]([OH:26])=[O:25])=[CH:22][CH:21]=1)[C:14]1[CH:19]=[CH:18][CH:17]=[CH:16][CH:15]=1. The catalyst is ClCCl. The product is [N+:1]([C:17]1[CH:18]=[CH:19][C:14]([CH2:13][C:20]2[CH:21]=[CH:22][C:23]([C:24]([OH:26])=[O:25])=[CH:27][CH:28]=2)=[CH:15][CH:16]=1)([O-:4])=[O:2]. The yield is 0.580. (2) The reactants are C(O)(C)C.Cl.[CH3:6][NH:7][CH2:8][CH2:9][CH2:10][CH2:11][CH2:12][CH2:13][CH2:14][CH2:15][OH:16].C(N(CC)CC)C.[C:32](O[C:32]([O:34][C:35]([CH3:38])([CH3:37])[CH3:36])=[O:33])([O:34][C:35]([CH3:38])([CH3:37])[CH3:36])=[O:33]. No catalyst specified. The product is [C:35]([O:34][C:32]([N:7]([CH2:8][CH2:9][CH2:10][CH2:11][CH2:12][CH2:13][CH2:14][CH2:15][OH:16])[CH3:6])=[O:33])([CH3:36])([CH3:37])[CH3:38]. The yield is 0.770. (3) The reactants are [C:1](O)(=O)[CH2:2][CH2:3]C#C.O[CH2:9]C1C=CC(O)=CC=1.C1CCC(N=C=NC2CCCCC2)CC1.[C:32]([O:35][CH2:36][CH3:37])(=[O:34])[CH3:33].[CH2:38]1[CH2:42][O:41][CH2:40][CH2:39]1. No catalyst specified. The product is [CH3:3][C:2]1[CH:1]=[C:42]([CH:38]=[C:39]([CH3:9])[CH:40]=1)[O:41][CH2:33][C:32]([O:35][CH2:36][CH3:37])=[O:34]. The yield is 0.400.